From a dataset of TCR-epitope binding with 47,182 pairs between 192 epitopes and 23,139 TCRs. Binary Classification. Given a T-cell receptor sequence (or CDR3 region) and an epitope sequence, predict whether binding occurs between them. (1) The epitope is LLWNGPMAV. The TCR CDR3 sequence is CASSSTNYSNQPQHF. Result: 1 (the TCR binds to the epitope). (2) The epitope is SLVKPSFYV. The TCR CDR3 sequence is CASTSWTDTQYF. Result: 1 (the TCR binds to the epitope).